This data is from Reaction yield outcomes from USPTO patents with 853,638 reactions. The task is: Predict the reaction yield, written as a fraction of the theoretical maximum amount of product (1.0 means a 100% yield; for example, 0.34 means a 34% yield). (1) The reactants are [Cl:1][C:2]1[CH:10]=[C:9]([C:11]([OH:13])=[O:12])[C:8]([N+:14]([O-])=O)=[CH:7][C:3]=1[C:4]([OH:6])=[O:5].C(=O)(O)[O-].[Na+].C. The catalyst is C(OCC)(=O)C.CO. The product is [NH2:14][C:8]1[CH:7]=[C:3]([C:4]([OH:6])=[O:5])[C:2]([Cl:1])=[CH:10][C:9]=1[C:11]([OH:13])=[O:12]. The yield is 0.920. (2) The reactants are [CH:1]1([CH2:7][C:8]2[N:9]=[C:10]([C:25]([NH:27][CH2:28][C:29]([OH:32])([CH3:31])[CH3:30])=[O:26])[S:11][C:12]=2[C:13]2[CH:18]=[CH:17][C:16]([S:19](=[O:22])(=[O:21])[NH2:20])=[C:15]([Cl:23])[C:14]=2[Cl:24])[CH2:6][CH2:5][CH2:4][CH2:3][CH2:2]1.[CH3:33][CH:34]=O.[BH3-]C#N.[Na+]. The catalyst is CO.C(Cl)Cl. The product is [CH:1]1([CH2:7][C:8]2[N:9]=[C:10]([C:25]([NH:27][CH2:28][C:29]([OH:32])([CH3:30])[CH3:31])=[O:26])[S:11][C:12]=2[C:13]2[CH:18]=[CH:17][C:16]([S:19](=[O:21])(=[O:22])[NH:20][CH2:33][CH3:34])=[C:15]([Cl:23])[C:14]=2[Cl:24])[CH2:2][CH2:3][CH2:4][CH2:5][CH2:6]1. The yield is 0.620. (3) The reactants are [OH:1][CH2:2][CH2:3][CH2:4][CH2:5][N:6]1[CH:11]=[C:10]([C:12]2[S:13][CH:14]=[CH:15][C:16]=2[CH3:17])[C:9](=[O:18])[NH:8][C:7]1=[O:19].CC(OI1(OC(C)=O)(OC(C)=O)OC(=O)C2C=CC=CC1=2)=O.C(OCC)(=O)C. The catalyst is C(Cl)Cl. The product is [CH3:17][C:16]1[CH:15]=[CH:14][S:13][C:12]=1[C:10]1[C:9](=[O:18])[NH:8][C:7](=[O:19])[N:6]([CH2:5][CH2:4][CH2:3][CH:2]=[O:1])[CH:11]=1. The yield is 0.980. (4) The yield is 0.890. The product is [CH2:20]([O:19][CH2:18][N:14]1[C:15]2[C:16](=[O:17])[N:7]([CH2:6][CH2:5][CH2:4][CH2:3][C@H:2]([OH:1])[CH3:24])[C:8](=[O:9])[N:10]([CH3:23])[C:11]=2[N:12]=[C:13]1[S:22][CH3:25])[CH3:21]. The catalyst is C(#N)C. The reactants are [OH:1][C@H:2]([CH3:24])[CH2:3][CH2:4][CH2:5][CH2:6][N:7]1[C:16](=[O:17])[C:15]2[N:14]([CH2:18][O:19][CH2:20][CH3:21])[C:13]([SH:22])=[N:12][C:11]=2[N:10]([CH3:23])[C:8]1=[O:9].[C:25](=O)([O-])[O-].[K+].[K+].CI. (5) The reactants are Cl[C:2]1[CH:3]=[C:4]([C:9]2[N:13]3[C:14]4[N:22]=[C:21]([O:23][CH3:24])[CH:20]=[CH:19][C:15]=4[N:16]=[C:17]([CH3:18])[C:12]3=[C:11]([CH3:25])[N:10]=2)[CH:5]=[C:6](Cl)[CH:7]=1.[C:26](C1C=CC(B(O)O)=CC=1)#[N:27].C([O-])([O-])=O.[K+].[K+]. The catalyst is C1C=CC([P]([Pd]([P](C2C=CC=CC=2)(C2C=CC=CC=2)C2C=CC=CC=2)([P](C2C=CC=CC=2)(C2C=CC=CC=2)C2C=CC=CC=2)[P](C2C=CC=CC=2)(C2C=CC=CC=2)C2C=CC=CC=2)(C2C=CC=CC=2)C2C=CC=CC=2)=CC=1. The product is [CH3:24][O:23][C:21]1[CH:20]=[CH:19][C:15]2[N:16]=[C:17]([CH3:18])[C:12]3[N:13]([C:9]([C:4]4[CH:5]=[CH:6][C:7]([C:26]#[N:27])=[CH:2][CH:3]=4)=[N:10][C:11]=3[CH3:25])[C:14]=2[N:22]=1. The yield is 0.720. (6) The reactants are [CH3:1][N:2]1[CH2:7][CH2:6][CH:5]([NH:8][C:9](=[O:34])/[C:10](/[CH2:22][O:23][C:24]2[C:33]3[C:28](=[CH:29][CH:30]=[CH:31][CH:32]=3)[CH:27]=[CH:26][CH:25]=2)=[CH:11]/[C:12]2[CH:21]=[CH:20][C:15]([C:16]([O:18]C)=[O:17])=[CH:14][CH:13]=2)[CH2:4][CH2:3]1.O.[OH-].[Li+]. The catalyst is O. The product is [CH3:1][N:2]1[CH2:3][CH2:4][CH:5]([NH:8][C:9](=[O:34])/[C:10](/[CH2:22][O:23][C:24]2[C:33]3[C:28](=[CH:29][CH:30]=[CH:31][CH:32]=3)[CH:27]=[CH:26][CH:25]=2)=[CH:11]/[C:12]2[CH:13]=[CH:14][C:15]([C:16]([OH:18])=[O:17])=[CH:20][CH:21]=2)[CH2:6][CH2:7]1. The yield is 0.970. (7) The reactants are [CH2:1]([O:5][C:6]1[N:14]=[C:13]2[C:9]([NH:10][C:11](=[O:24])[N:12]2[CH2:15][C:16]2[CH:21]=[CH:20][C:19]([CH2:22]Cl)=[CH:18][CH:17]=2)=[C:8]([NH2:25])[N:7]=1)[CH2:2]CC.C(N(C(C)C)CC)(C)C.[CH3:35][O:36][C:37]([CH:39]1[CH2:44][CH2:43][NH:42][CH2:41][CH2:40]1)=[O:38].CN([CH:48]=[O:49])C. No catalyst specified. The product is [CH3:35][O:36][C:37]([CH:39]1[CH2:44][CH2:43][N:42]([CH2:22][C:19]2[CH:18]=[CH:17][C:16]([CH2:15][N:12]3[C:11](=[O:24])[NH:10][C:9]4[C:13]3=[N:14][C:6]([O:5][CH2:1][CH2:2][O:49][CH3:48])=[N:7][C:8]=4[NH2:25])=[CH:21][CH:20]=2)[CH2:41][CH2:40]1)=[O:38]. The yield is 0.620.